From a dataset of Forward reaction prediction with 1.9M reactions from USPTO patents (1976-2016). Predict the product of the given reaction. Given the reactants C[O:2][C:3]1[CH:4]=[C:5]([CH:24]=[CH:25][CH:26]=1)[O:6][C:7]1[N:11]([C:12]2[CH:17]=[C:16]([CH3:18])[N:15]=[C:14]([NH2:19])[N:13]=2)[C:10]2[CH:20]=[CH:21][CH:22]=[CH:23][C:9]=2[N:8]=1.B(Br)(Br)Br, predict the reaction product. The product is: [NH2:19][C:14]1[N:13]=[C:12]([N:11]2[C:10]3[CH:20]=[CH:21][CH:22]=[CH:23][C:9]=3[N:8]=[C:7]2[O:6][C:5]2[CH:4]=[C:3]([OH:2])[CH:26]=[CH:25][CH:24]=2)[CH:17]=[C:16]([CH3:18])[N:15]=1.